This data is from Catalyst prediction with 721,799 reactions and 888 catalyst types from USPTO. The task is: Predict which catalyst facilitates the given reaction. Reactant: [NH+]1C=CC=CC=1.[Br:7][C:8]1[CH:9]=[C:10]([CH2:16][OH:17])[CH:11]=[C:12]([Br:15])[C:13]=1[Cl:14]. Product: [Br:7][C:8]1[CH:9]=[C:10]([CH:11]=[C:12]([Br:15])[C:13]=1[Cl:14])[CH:16]=[O:17]. The catalyst class is: 22.